From a dataset of Reaction yield outcomes from USPTO patents with 853,638 reactions. Predict the reaction yield, written as a fraction of the theoretical maximum amount of product (1.0 means a 100% yield; for example, 0.34 means a 34% yield). (1) The reactants are O[C:2]1([C:20]([F:23])([F:22])[F:21])[N:7]([CH2:8][C:9]([F:12])([F:11])[F:10])[C:6]2[CH:13]=[CH:14][C:15]([N+:17]([O-:19])=[O:18])=[CH:16][C:5]=2[O:4][CH2:3]1.C([BH3-])#N.[Na+].C(=O)([O-])[O-].[K+].[K+]. The catalyst is FC(F)(F)C(O)=O.O. The product is [N+:17]([C:15]1[CH:14]=[CH:13][C:6]2[N:7]([CH2:8][C:9]([F:12])([F:11])[F:10])[CH:2]([C:20]([F:21])([F:22])[F:23])[CH2:3][O:4][C:5]=2[CH:16]=1)([O-:19])=[O:18]. The yield is 0.520. (2) The reactants are [O:1]1[C:5]2[CH:6]=[CH:7][C:8]([C:10]3([C:13]([NH:15][C:16]4[S:17][C:18]([CH:21]([C:28]5[CH:33]=[CH:32][CH:31]=[CH:30][C:29]=5[Cl:34])[N:22]5[CH2:26][CH2:25][C@@H:24]([OH:27])[CH2:23]5)=[CH:19][N:20]=4)=[O:14])[CH2:12][CH2:11]3)=[CH:9][C:4]=2[O:3][CH2:2]1.Cl[C:36]([O:38][C@H:39]1[CH2:44][C@@H:43]([CH3:45])[CH2:42][CH2:41][C@@H:40]1[CH:46]([CH3:48])[CH3:47])=[O:37]. The catalyst is ClCCl.CN(C)C1C=CN=CC=1.CO. The product is [C:36](=[O:37])([O:38][C@H:39]1[CH2:44][C@@H:43]([CH3:45])[CH2:42][CH2:41][C@@H:40]1[CH:46]([CH3:48])[CH3:47])[O:27][C@@H:24]1[CH2:25][CH2:26][N:22]([CH:21]([C:18]2[S:17][C:16]([NH:15][C:13]([C:10]3([C:8]4[CH:7]=[CH:6][C:5]5[O:1][CH2:2][O:3][C:4]=5[CH:9]=4)[CH2:12][CH2:11]3)=[O:14])=[N:20][CH:19]=2)[C:28]2[CH:33]=[CH:32][CH:31]=[CH:30][C:29]=2[Cl:34])[CH2:23]1. The yield is 0.491. (3) The reactants are [Br:1][C:2]1[N:10]=[CH:9][N:8]=[C:7]2[C:3]=1[N:4]=[CH:5][NH:6]2.C(=O)([O-])[O-].[K+].[K+].Cl[CH2:18][C:19]1[CH:24]=[CH:23][C:22]([O:25][CH3:26])=[CH:21][CH:20]=1. The catalyst is CN(C=O)C. The product is [Br:1][C:2]1[N:10]=[CH:9][N:8]=[C:7]2[C:3]=1[N:4]=[CH:5][N:6]2[CH2:18][C:19]1[CH:24]=[CH:23][C:22]([O:25][CH3:26])=[CH:21][CH:20]=1. The yield is 0.280. (4) The reactants are CO[C:3](=[O:30])[C:4]1[CH:9]=[CH:8][C:7]([N:10]2[CH:14]=[C:13]([C:15]3[C:16]([C:24]4[CH:29]=[CH:28][CH:27]=[CH:26][CH:25]=4)=[N:17][O:18][C:19]=3[C:20]([F:23])([F:22])[F:21])[N:12]=[CH:11]2)=[CH:6][CH:5]=1.[NH2:31][CH:32]1[CH2:37][CH2:36][O:35][CH2:34][CH2:33]1. No catalyst specified. The product is [C:24]1([C:16]2[C:15]([C:13]3[N:12]=[CH:11][N:10]([C:7]4[CH:8]=[CH:9][C:4]([C:3]([NH:31][CH:32]5[CH2:37][CH2:36][O:35][CH2:34][CH2:33]5)=[O:30])=[CH:5][CH:6]=4)[CH:14]=3)=[C:19]([C:20]([F:21])([F:22])[F:23])[O:18][N:17]=2)[CH:25]=[CH:26][CH:27]=[CH:28][CH:29]=1. The yield is 0.800.